This data is from Full USPTO retrosynthesis dataset with 1.9M reactions from patents (1976-2016). The task is: Predict the reactants needed to synthesize the given product. Given the product [CH2:55]([NH:62][C:63]([O:1][CH2:2][C:3]1[CH:8]=[CH:7][C:6]([CH:9]2[CH:14]([CH2:15][O:16][C:17]([C:18]3[CH:19]=[CH:20][CH:21]=[CH:22][CH:23]=3)([C:30]3[CH:35]=[CH:34][CH:33]=[CH:32][CH:31]=3)[C:24]3[CH:29]=[CH:28][CH:27]=[CH:26][CH:25]=3)[CH2:13][N:12]([C:36]([O:38][C:39]([CH3:42])([CH3:40])[CH3:41])=[O:37])[CH2:11][CH:10]2[O:43][CH2:44][C:45]2[CH:54]=[CH:53][C:52]3[C:47](=[CH:48][CH:49]=[CH:50][CH:51]=3)[CH:46]=2)=[CH:5][CH:4]=1)=[O:64])[C:56]1[CH:61]=[CH:60][CH:59]=[CH:58][CH:57]=1, predict the reactants needed to synthesize it. The reactants are: [OH:1][CH2:2][C:3]1[CH:8]=[CH:7][C:6]([CH:9]2[CH:14]([CH2:15][O:16][C:17]([C:30]3[CH:35]=[CH:34][CH:33]=[CH:32][CH:31]=3)([C:24]3[CH:29]=[CH:28][CH:27]=[CH:26][CH:25]=3)[C:18]3[CH:23]=[CH:22][CH:21]=[CH:20][CH:19]=3)[CH2:13][N:12]([C:36]([O:38][C:39]([CH3:42])([CH3:41])[CH3:40])=[O:37])[CH2:11][CH:10]2[O:43][CH2:44][C:45]2[CH:54]=[CH:53][C:52]3[C:47](=[CH:48][CH:49]=[CH:50][CH:51]=3)[CH:46]=2)=[CH:5][CH:4]=1.[CH2:55]([N:62]=[C:63]=[O:64])[C:56]1[CH:61]=[CH:60][CH:59]=[CH:58][CH:57]=1.